Dataset: Full USPTO retrosynthesis dataset with 1.9M reactions from patents (1976-2016). Task: Predict the reactants needed to synthesize the given product. (1) Given the product [Cl:17][C:18]1[C:26]2[N:25]=[C:24]3[N:27]([C:31]4[CH:36]=[CH:35][C:34]([Cl:37])=[CH:33][C:32]=4[Cl:38])[CH2:28][CH2:29][CH2:30][N:23]3[C:22]=2[C:21](/[CH:39]=[CH:9]/[C:10]([O:12][CH2:13][CH3:14])=[O:11])=[CH:20][CH:19]=1, predict the reactants needed to synthesize it. The reactants are: C(OP([CH2:9][C:10]([O:12][CH2:13][CH3:14])=[O:11])(OCC)=O)C.[H-].[Na+].[Cl:17][C:18]1[CH:19]=[CH:20][C:21]([CH:39]=O)=[C:22]2[C:26]=1[N:25]=[C:24]1[N:27]([C:31]3[CH:36]=[CH:35][C:34]([Cl:37])=[CH:33][C:32]=3[Cl:38])[CH2:28][CH2:29][CH2:30][N:23]21.O. (2) Given the product [CH2:1]([N:8]([CH:9]1[CH2:13][CH2:12][N:11]([S:14]([C:17]2[CH:18]=[CH:19][C:20]([O:23][CH2:24][CH2:25][CH2:26][CH3:27])=[CH:21][CH:22]=2)(=[O:16])=[O:15])[CH2:10]1)[CH2:45][CH:43]([OH:44])[CH2:42][O:41][C:31]1[C:32]2[C:33]3[C:38](=[CH:37][CH:36]=[CH:35][CH:34]=3)[NH:39][C:40]=2[CH:28]=[CH:29][CH:30]=1)[C:2]1[CH:7]=[CH:6][CH:5]=[CH:4][CH:3]=1, predict the reactants needed to synthesize it. The reactants are: [CH2:1]([NH:8][CH:9]1[CH2:13][CH2:12][N:11]([S:14]([C:17]2[CH:22]=[CH:21][C:20]([O:23][CH2:24][CH2:25][CH2:26][CH3:27])=[CH:19][CH:18]=2)(=[O:16])=[O:15])[CH2:10]1)[C:2]1[CH:7]=[CH:6][CH:5]=[CH:4][CH:3]=1.[CH:28]1[C:40]2[NH:39][C:38]3[C:33](=[CH:34][CH:35]=[CH:36][CH:37]=3)[C:32]=2[C:31]([O:41][CH:42]2[O:44][C@H:43]2[CH3:45])=[CH:30][CH:29]=1. (3) Given the product [CH3:38][N:39]([CH2:51][CH2:52][N:53]1[CH2:58][CH2:57][O:56][CH2:55][CH2:54]1)[C:40](=[O:41])[C:42]1[CH:50]=[CH:49][CH:48]=[C:44]([C:45]([NH:1][C:2]2[CH:25]=[CH:24][C:23]([N:26]3[CH2:31][CH2:30][CH2:29][CH2:28][CH2:27]3)=[CH:22][C:3]=2[C:4](=[O:5])[NH:6][C:7]2[NH:8][N:9]=[C:10]([C:12]3[CH:17]=[CH:16][CH:15]=[C:14]([C:18]([F:21])([F:19])[F:20])[CH:13]=3)[N:11]=2)=[O:46])[CH:43]=1, predict the reactants needed to synthesize it. The reactants are: [NH2:1][C:2]1[CH:25]=[CH:24][C:23]([N:26]2[CH2:31][CH2:30][CH2:29][CH2:28][CH2:27]2)=[CH:22][C:3]=1[C:4]([NH:6][C:7]1[NH:8][N:9]=[C:10]([C:12]2[CH:17]=[CH:16][CH:15]=[C:14]([C:18]([F:21])([F:20])[F:19])[CH:13]=2)[N:11]=1)=[O:5].N1C=CC=CC=1.[CH3:38][N:39]([CH2:51][CH2:52][N:53]1[CH2:58][CH2:57][O:56][CH2:55][CH2:54]1)[C:40]([C:42]1[CH:43]=[C:44]([CH:48]=[CH:49][CH:50]=1)[C:45](Cl)=[O:46])=[O:41]. (4) Given the product [CH:1]1([C:4]2[C:5]([N+:15]([O-:17])=[O:16])=[CH:6][C:7]3[C:8](=[CH:9][N:25]([C:22]4[CH:21]=[CH:20][C:19]([CH3:18])=[CH:24][N:23]=4)[N:12]=3)[CH:11]=2)[CH2:3][CH2:2]1, predict the reactants needed to synthesize it. The reactants are: [CH:1]1([C:4]2[C:5]([N+:15]([O-:17])=[O:16])=[CH:6][C:7]([N+:12]([O-])=O)=[C:8]([CH:11]=2)[CH:9]=O)[CH2:3][CH2:2]1.[CH3:18][C:19]1[CH:20]=[CH:21][C:22]([NH2:25])=[N:23][CH:24]=1.C1(P(C2C=CC=CC=2)C2C=CC=CC=2)C=CC=CC=1. (5) Given the product [Br:1][C:2]1[CH:3]=[C:4]([CH:7]=[C:8]([F:10])[CH:9]=1)[CH2:5][NH:15][S:12]([CH3:11])(=[O:14])=[O:13], predict the reactants needed to synthesize it. The reactants are: [Br:1][C:2]1[CH:3]=[C:4]([CH:7]=[C:8]([F:10])[CH:9]=1)[CH:5]=O.[CH3:11][S:12]([NH2:15])(=[O:14])=[O:13].[BH-](OC(C)=O)(OC(C)=O)OC(C)=O.[Na+].